Dataset: Forward reaction prediction with 1.9M reactions from USPTO patents (1976-2016). Task: Predict the product of the given reaction. (1) The product is: [CH3:19][O:13][C:12](=[O:14])[C:11]1[CH:15]=[C:7]([Br:6])[CH:8]=[C:9]([O:17][CH3:18])[C:10]=1[OH:16]. Given the reactants S(=O)(=O)(O)O.[Br:6][C:7]1[CH:8]=[C:9]([O:17][CH3:18])[C:10]([OH:16])=[C:11]([CH:15]=1)[C:12]([OH:14])=[O:13].[C:19](OCC)(=O)C.CCCCCC, predict the reaction product. (2) Given the reactants [NH2:1][CH2:2][C:3]([C:12]1[CH:17]=[CH:16][C:15]([F:18])=[CH:14][CH:13]=1)([C:5]1[CH:10]=[CH:9][C:8]([F:11])=[CH:7][CH:6]=1)[OH:4].[C:19]([O:22][C@@H:23]1[C@@H:27]([C:28]2[N:29]=[N:30][N:31]([CH2:33][CH3:34])[N:32]=2)[O:26][C@@H:25]([N:35]2[CH:43]=[N:42][C:41]3[C:36]2=[N:37][C:38]([Cl:45])=[N:39][C:40]=3Cl)[C@@H:24]1[O:46][C:47](=[O:49])[CH3:48])(=[O:21])[CH3:20].CCN(C(C)C)C(C)C, predict the reaction product. The product is: [C:19]([O:22][C@@H:23]1[C@@H:27]([C:28]2[N:29]=[N:30][N:31]([CH2:33][CH3:34])[N:32]=2)[O:26][C@@H:25]([N:35]2[CH:43]=[N:42][C:41]3[C:36]2=[N:37][C:38]([Cl:45])=[N:39][C:40]=3[NH:1][CH2:2][C:3]([C:5]2[CH:6]=[CH:7][C:8]([F:11])=[CH:9][CH:10]=2)([C:12]2[CH:17]=[CH:16][C:15]([F:18])=[CH:14][CH:13]=2)[OH:4])[C@@H:24]1[O:46][C:47](=[O:49])[CH3:48])(=[O:21])[CH3:20]. (3) Given the reactants O.[CH3:2][C:3]1[CH:4]=[CH:5][C:6]([N:13]2[CH2:18][CH2:17][NH:16][CH2:15][CH2:14]2)=[C:7]([S:9]([OH:12])(=[O:11])=[O:10])[CH:8]=1.C1(=O)CCCCC1.[ClH:26], predict the reaction product. The product is: [ClH:26].[CH3:2][C:3]1[CH:4]=[CH:5][C:6]([N:13]2[CH2:18][CH2:17][NH:16][CH2:15][CH2:14]2)=[C:7]([S:9]([OH:12])(=[O:10])=[O:11])[CH:8]=1. (4) Given the reactants [CH3:1][N:2]([CH3:16])[C:3]1[C:8]([C:9]2[CH:14]=[CH:13][CH:12]=[CH:11][CH:10]=2)=[CH:7][N:6]=[C:5]([NH2:15])[N:4]=1.[F:17][C:18]([F:35])([F:34])[C:19]1[CH:20]=[C:21]([N:25]2[CH2:30][CH2:29][CH:28]([C:31](O)=[O:32])[CH2:27][CH2:26]2)[CH:22]=[CH:23][CH:24]=1, predict the reaction product. The product is: [CH3:1][N:2]([CH3:16])[C:3]1[C:8]([C:9]2[CH:14]=[CH:13][CH:12]=[CH:11][CH:10]=2)=[CH:7][N:6]=[C:5]([NH:15][C:31]([CH:28]2[CH2:27][CH2:26][N:25]([C:21]3[CH:22]=[CH:23][CH:24]=[C:19]([C:18]([F:35])([F:17])[F:34])[CH:20]=3)[CH2:30][CH2:29]2)=[O:32])[N:4]=1. (5) Given the reactants [CH2:1]([O:5][CH2:6][C:7]1[CH:12]=[CH:11][CH:10]=[CH:9][CH:8]=1)[C@H:2]1[O:4][CH2:3]1.[CH3:13][O:14][C:15]1[CH:20]=[CH:19][C:18]([Mg]Br)=[CH:17][CH:16]=1.[NH4+].[Cl-].C(Cl)(Cl)Cl, predict the reaction product. The product is: [CH2:6]([O:5][CH2:1][C@@H:2]([OH:4])[CH2:3][C:18]1[CH:19]=[CH:20][C:15]([O:14][CH3:13])=[CH:16][CH:17]=1)[C:7]1[CH:12]=[CH:11][CH:10]=[CH:9][CH:8]=1. (6) Given the reactants [C:1]([C:5]1[C:13]2[O:12][CH:11]([CH2:14][NH2:15])[CH2:10][C:9]=2[CH:8]=[C:7]([Cl:16])[CH:6]=1)([CH3:4])([CH3:3])[CH3:2].C(N(C(C)C)CC)(C)C.Cl[C:27]([O:29][CH2:30][C:31]1[CH:36]=[CH:35][CH:34]=[CH:33][CH:32]=1)=[O:28].C1(C2C3OC(CNC(=O)OCC4C=CC=CC=4)CC=3C=CC=2)CCCC1, predict the reaction product. The product is: [C:1]([C:5]1[C:13]2[O:12][CH:11]([CH2:14][NH:15][C:27](=[O:28])[O:29][CH2:30][C:31]3[CH:36]=[CH:35][CH:34]=[CH:33][CH:32]=3)[CH2:10][C:9]=2[CH:8]=[C:7]([Cl:16])[CH:6]=1)([CH3:4])([CH3:2])[CH3:3]. (7) Given the reactants [ClH:1].Cl.[CH2:3]([N:10]1[CH2:15][CH2:14][N:13]([CH2:16][C:17]2[C:22]([O:23][CH2:24][CH2:25][CH2:26][CH2:27][CH2:28][CH2:29][C:30]([O:32]CC)=[O:31])=[C:21]([O:35][CH3:36])[C:20]([O:37][CH3:38])=[CH:19][CH:18]=2)[CH2:12][CH2:11]1)[C:4]1[CH:9]=[CH:8][CH:7]=[CH:6][CH:5]=1.[OH-].[Na+], predict the reaction product. The product is: [ClH:1].[ClH:1].[CH2:3]([N:10]1[CH2:15][CH2:14][N:13]([CH2:16][C:17]2[C:22]([O:23][CH2:24][CH2:25][CH2:26][CH2:27][CH2:28][CH2:29][C:30]([OH:32])=[O:31])=[C:21]([O:35][CH3:36])[C:20]([O:37][CH3:38])=[CH:19][CH:18]=2)[CH2:12][CH2:11]1)[C:4]1[CH:9]=[CH:8][CH:7]=[CH:6][CH:5]=1.